Task: Predict the reactants needed to synthesize the given product.. Dataset: Full USPTO retrosynthesis dataset with 1.9M reactions from patents (1976-2016) (1) Given the product [N:1]1([C:5]([C:7]2[N:8]=[CH:9][C:10]([O:13][C:14]3[CH:15]=[C:16]([CH:20]=[C:21]([O:23][C@@H:24]([CH3:28])[CH2:25][O:26][CH3:27])[CH:22]=3)[C:17]([NH:46][C:43]3[CH:42]=[N:41][C:40]([CH3:39])=[CH:45][N:44]=3)=[O:19])=[N:11][CH:12]=2)=[O:6])[CH2:4][CH2:3][CH2:2]1, predict the reactants needed to synthesize it. The reactants are: [N:1]1([C:5]([C:7]2[N:8]=[CH:9][C:10]([O:13][C:14]3[CH:15]=[C:16]([CH:20]=[C:21]([O:23][C@@H:24]([CH3:28])[CH2:25][O:26][CH3:27])[CH:22]=3)[C:17]([OH:19])=O)=[N:11][CH:12]=2)=[O:6])[CH2:4][CH2:3][CH2:2]1.N1C=CC=CC=1.S(Cl)(Cl)=O.[CH3:39][C:40]1[N:41]=[CH:42][C:43]([NH2:46])=[N:44][CH:45]=1.C(=O)([O-])[O-].[Na+].[Na+].Cl. (2) Given the product [CH2:1]([NH:3][C:4]([NH:5][C:6]1[N:11]=[CH:10][C:9]([C:28]2[CH:33]=[N:32][CH:31]=[C:30]([C:34]3[O:35][C:36]([CH3:39])=[N:37][N:38]=3)[CH:29]=2)=[C:8]([C:15]2[S:16][CH:17]=[C:18]([C:20]3[CH:25]=[CH:24][CH:23]=[CH:22][N:21]=3)[N:19]=2)[CH:7]=1)=[O:26])[CH3:2], predict the reactants needed to synthesize it. The reactants are: [CH2:1]([NH:3][C:4](=[O:26])[NH:5][C:6]1[N:11]=[CH:10][C:9](B(O)O)=[C:8]([C:15]2[S:16][CH:17]=[C:18]([C:20]3[CH:25]=[CH:24][CH:23]=[CH:22][N:21]=3)[N:19]=2)[CH:7]=1)[CH3:2].Br[C:28]1[CH:29]=[C:30]([C:34]2[O:35][C:36]([CH3:39])=[N:37][N:38]=2)[CH:31]=[N:32][CH:33]=1.C(=O)([O-])[O-].[Cs+].[Cs+]. (3) Given the product [C:1]([O:5][C:6](=[O:20])[NH:7][C:8]1[CH:13]=[C:12]([N:22]([CH3:21])[CH2:23][CH2:24][CH3:25])[C:11]([C:15]#[N:16])=[CH:10][C:9]=1[N+:17]([O-:19])=[O:18])([CH3:4])([CH3:3])[CH3:2], predict the reactants needed to synthesize it. The reactants are: [C:1]([O:5][C:6](=[O:20])[NH:7][C:8]1[CH:13]=[C:12](F)[C:11]([C:15]#[N:16])=[CH:10][C:9]=1[N+:17]([O-:19])=[O:18])([CH3:4])([CH3:3])[CH3:2].[CH3:21][NH:22][CH2:23][CH2:24][CH3:25]. (4) Given the product [NH2:1][C:2]1[C:7]([F:8])=[CH:6][C:5]([I:12])=[CH:4][C:3]=1[C:9](=[O:11])[CH3:10], predict the reactants needed to synthesize it. The reactants are: [NH2:1][C:2]1[C:7]([F:8])=[CH:6][CH:5]=[CH:4][C:3]=1[C:9](=[O:11])[CH3:10].[I:12]Cl. (5) Given the product [CH:1]([O:4][C:5]1[CH:25]=[CH:24][C:8]([O:9][C:10]2[S:11][C:12]([C:15]3[CH:16]=[C:17]([CH:21]([NH:23][C:28]([NH:27][CH3:26])=[O:29])[CH3:22])[CH:18]=[N:19][CH:20]=3)=[CH:13][N:14]=2)=[CH:7][CH:6]=1)([CH3:2])[CH3:3], predict the reactants needed to synthesize it. The reactants are: [CH:1]([O:4][C:5]1[CH:25]=[CH:24][C:8]([O:9][C:10]2[S:11][C:12]([C:15]3[CH:16]=[C:17]([CH:21]([NH2:23])[CH3:22])[CH:18]=[N:19][CH:20]=3)=[CH:13][N:14]=2)=[CH:7][CH:6]=1)([CH3:3])[CH3:2].[CH3:26][N:27]=[C:28]=[O:29]. (6) Given the product [Cl:48][C:49]1[CH:54]=[CH:53][CH:52]=[CH:51][C:50]=1[C:55]1[CH:60]=[CH:59][CH:58]=[C:57]([NH:61][C:62]([C@@H:64]2[CH2:68][C@@H:67]([F:69])[CH2:66][N:65]2[C:20](=[O:21])[CH2:19][N:6]2[C:7]3=[CH:8][N:9]=[C:10]([C:13]4[CH:14]=[N:15][CH:16]=[N:17][CH:18]=4)[CH:11]=[C:12]3[C:4]([C:1]([NH2:2])=[O:3])=[N:5]2)=[O:63])[C:56]=1[F:70], predict the reactants needed to synthesize it. The reactants are: [C:1]([C:4]1[C:12]2[C:7](=[CH:8][N:9]=[C:10]([C:13]3[CH:14]=[N:15][CH:16]=[N:17][CH:18]=3)[CH:11]=2)[N:6]([CH2:19][C:20](O)=[O:21])[N:5]=1)(=[O:3])[NH2:2].CN(C(ON1N=NC2C=CC=NC1=2)=[N+](C)C)C.F[P-](F)(F)(F)(F)F.Cl.[Cl:48][C:49]1[CH:54]=[CH:53][CH:52]=[CH:51][C:50]=1[C:55]1[CH:60]=[CH:59][CH:58]=[C:57]([NH:61][C:62]([C@@H:64]2[CH2:68][C@@H:67]([F:69])[CH2:66][NH:65]2)=[O:63])[C:56]=1[F:70].CCN(C(C)C)C(C)C. (7) The reactants are: [Br:1][C:2]1[CH:7]=[CH:6][C:5]([CH:8]([CH2:12][N:13]2[CH2:17][CH2:16][CH:15](N(CC)CC)[CH2:14]2)[C:9]([OH:11])=O)=[CH:4][CH:3]=1.CC[N:25]([CH:29]([CH3:31])C)[CH:26]([CH3:28])C.C1CN([P+](Br)(N2CCCC2)N2CCCC2)CC1.F[P-](F)(F)(F)(F)F.[Cl:56][C:57]1[CH:62]=[CH:61][C:60]([NH2:63])=[CH:59][CH:58]=1. Given the product [Br:1][C:2]1[CH:3]=[CH:4][C:5]([CH:8]([CH2:12][N:13]2[CH2:14][CH2:15][CH2:16][CH:17]2[N:25]([CH2:26][CH3:28])[CH2:29][CH3:31])[C:9]([NH:63][C:60]2[CH:61]=[CH:62][C:57]([Cl:56])=[CH:58][CH:59]=2)=[O:11])=[CH:6][CH:7]=1, predict the reactants needed to synthesize it. (8) Given the product [F:1][C:2]1[CH:26]=[C:25]([OH:27])[C:5]2[N:6]=[C:7]([N:18]3[CH2:19][CH2:20][N:21]([CH3:24])[CH2:22][CH2:23]3)[C:8]3[C:13]4[CH:14]=[CH:15][CH:16]=[CH:17][C:12]=4[S:11][C:9]=3[NH:10][C:4]=2[CH:3]=1, predict the reactants needed to synthesize it. The reactants are: [F:1][C:2]1[CH:26]=[C:25]([O:27]C)[C:5]2[N:6]=[C:7]([N:18]3[CH2:23][CH2:22][N:21]([CH3:24])[CH2:20][CH2:19]3)[C:8]3[C:13]4[CH:14]=[CH:15][CH:16]=[CH:17][C:12]=4[S:11][C:9]=3[NH:10][C:4]=2[CH:3]=1.C(S)(S)C.[Cl-].[Al+3].[Cl-].[Cl-]. (9) Given the product [CH3:24][C:22]1[CH:21]=[CH:20][C:5]2=[C:6]3[C:11](=[C:2]([NH2:1])[N:3]=[C:4]2[CH:23]=1)[N:10]=[CH:9][C:8]([NH2:12])=[CH:7]3, predict the reactants needed to synthesize it. The reactants are: [NH2:1][C:2]1[C:11]2[N:10]=[CH:9][C:8]([NH:12]C(=O)OC(C)(C)C)=[CH:7][C:6]=2[C:5]2[CH:20]=[CH:21][C:22]([CH3:24])=[CH:23][C:4]=2[N:3]=1.ClC1C=C(NC(=O)OC(C)(C)C)C=NC=1C#N.